This data is from Reaction yield outcomes from USPTO patents with 853,638 reactions. The task is: Predict the reaction yield, written as a fraction of the theoretical maximum amount of product (1.0 means a 100% yield; for example, 0.34 means a 34% yield). (1) The reactants are [OH:1][CH2:2][CH2:3][C:4]1([CH2:8][CH2:9][OH:10])[CH2:7][O:6][CH2:5]1.CCN(CC)CC.[CH3:18][S:19](Cl)(=[O:21])=[O:20]. The catalyst is C(Cl)Cl.O. The product is [CH3:18][S:19]([O:1][CH2:2][CH2:3][C:4]1([CH2:8][CH2:9][O:10][S:19]([CH3:18])(=[O:21])=[O:20])[CH2:7][O:6][CH2:5]1)(=[O:21])=[O:20]. The yield is 0.740. (2) The catalyst is C1COCC1. The product is [O:34]=[C:35]1[N:43]([CH2:44][CH2:45][CH3:46])[C:42]2[NH:41][C:40]([C:47]34[CH2:54][CH2:53][C:50]([CH2:55][CH:2]=[O:3])([CH2:51][CH2:52]3)[CH2:49][CH2:48]4)=[N:39][C:38]=2[C:37](=[O:57])[N:36]1[CH2:58][CH2:59][CH3:60]. The reactants are [Cl-].[CH3:2][O:3]C[P+](C1C=CC=CC=1)(C1C=CC=CC=1)C1C=CC=CC=1.C[Si]([N-][Si](C)(C)C)(C)C.[K+].[O:34]=[C:35]1[N:43]([CH2:44][CH2:45][CH3:46])[C:42]2[NH:41][C:40]([C:47]34[CH2:54][CH2:53][C:50]([CH:55]=O)([CH2:51][CH2:52]3)[CH2:49][CH2:48]4)=[N:39][C:38]=2[C:37](=[O:57])[N:36]1[CH2:58][CH2:59][CH3:60]. The yield is 0.750. (3) The reactants are C[Al](C)C.C[Si]([N:9]=[N+:10]=[N-:11])(C)C.[C:12]([C:14]1[CH:15]=[C:16]([C:21]2[O:25][N:24]=[C:23]([C:26]3[CH:31]=[CH:30][C:29]([F:32])=[CH:28][N:27]=3)[N:22]=2)[CH:17]=[C:18]([F:20])[CH:19]=1)#[N:13]. The yield is 0.360. The catalyst is C1(C)C=CC=CC=1. The product is [F:32][C:29]1[CH:30]=[CH:31][C:26]([C:23]2[N:22]=[C:21]([C:16]3[CH:15]=[C:14]([C:12]4[NH:13][N:11]=[N:10][N:9]=4)[CH:19]=[C:18]([F:20])[CH:17]=3)[O:25][N:24]=2)=[N:27][CH:28]=1. (4) The reactants are [Br:1][C:2]1[CH:10]=[CH:9][C:5]([C:6](Cl)=[O:7])=[CH:4][CH:3]=1.[CH3:11][C:12]1[CH:13]=[C:14]([O:18][CH3:19])[CH:15]=[CH:16][CH:17]=1.[Al+3].[Cl-].[Cl-].[Cl-]. The catalyst is O. The product is [Br:1][C:2]1[CH:10]=[CH:9][C:5]([C:6]([C:17]2[CH:16]=[CH:15][C:14]([O:18][CH3:19])=[CH:13][C:12]=2[CH3:11])=[O:7])=[CH:4][CH:3]=1. The yield is 0.730.